Regression. Given a peptide amino acid sequence and an MHC pseudo amino acid sequence, predict their binding affinity value. This is MHC class I binding data. From a dataset of Peptide-MHC class I binding affinity with 185,985 pairs from IEDB/IMGT. (1) The peptide sequence is LNQTVYSLV. The MHC is HLA-A68:02 with pseudo-sequence HLA-A68:02. The binding affinity (normalized) is 0.485. (2) The peptide sequence is VPLVQQQQF. The MHC is HLA-B53:01 with pseudo-sequence HLA-B53:01. The binding affinity (normalized) is 0.557.